Dataset: Full USPTO retrosynthesis dataset with 1.9M reactions from patents (1976-2016). Task: Predict the reactants needed to synthesize the given product. (1) Given the product [F:24][C:21]1[CH:22]=[C:23]2[C:18](=[CH:19][CH:20]=1)[N:17]=[C:16]([C:25]1[CH:30]=[CH:29][CH:28]=[CH:27][C:26]=1[OH:31])[N:15]=[C:14]2[N:11]1[CH2:12][CH2:13][C@@H:9]([NH:8][C:33](=[O:34])[O:35][CH2:36][CH:37]([CH3:39])[CH3:38])[CH2:10]1, predict the reactants needed to synthesize it. The reactants are: C(N(CC)CC)C.[NH2:8][C@@H:9]1[CH2:13][CH2:12][N:11]([C:14]2[C:23]3[C:18](=[CH:19][CH:20]=[C:21]([F:24])[CH:22]=3)[N:17]=[C:16]([C:25]3[CH:30]=[CH:29][CH:28]=[CH:27][C:26]=3[OH:31])[N:15]=2)[CH2:10]1.Cl[C:33]([O:35][CH2:36][CH:37]([CH3:39])[CH3:38])=[O:34]. (2) Given the product [N:16]1([S:8]([C:5]2[CH:4]=[CH:3][C:2]([Cl:15])=[CH:7][N:6]=2)(=[O:10])=[O:27])[CH2:19][CH2:18][CH2:17]1, predict the reactants needed to synthesize it. The reactants are: Cl[C:2]1[CH:3]=[CH:4][C:5]([SH:8])=[N:6][CH:7]=1.Cl([O-])(=O)(=O)=[O:10].[Na+].[ClH:15].[NH:16]1[CH2:19][CH2:18][CH2:17]1.C(N(CC)CC)C.[OH2:27]. (3) Given the product [CH2:1]([C:3]1[CH:4]=[CH:5][C:6]([O:17][CH2:21][CH2:20][CH:19]([OH:18])[CH3:33])=[C:7]([C:9]([C:11]2[CH:16]=[CH:15][CH:14]=[CH:13][CH:12]=2)=[O:10])[CH:8]=1)[CH3:2], predict the reactants needed to synthesize it. The reactants are: [CH2:1]([C:3]1[CH:4]=[CH:5][C:6]([OH:17])=[C:7]([C:9]([C:11]2[CH:16]=[CH:15][CH:14]=[CH:13][CH:12]=2)=[O:10])[CH:8]=1)[CH3:2].[OH:18][CH:19]([CH3:33])[CH2:20][CH2:21]OS(C1C=CC(C)=CC=1)(=O)=O.C([O-])([O-])=O.[Cs+].[Cs+].